This data is from Catalyst prediction with 721,799 reactions and 888 catalyst types from USPTO. The task is: Predict which catalyst facilitates the given reaction. (1) Reactant: [F:1][C:2]1[CH:3]=[N:4][C:5]2[C:10]([C:11]=1[CH:12]([CH3:31])[CH:13]([C:15]13[CH2:22][CH2:21][C:18]([NH:23]C(=O)OC(C)(C)C)([CH2:19][CH2:20]1)[CH2:17][O:16]3)[OH:14])=[N:9][C:8]([O:32][CH3:33])=[CH:7][CH:6]=2.FC(F)(F)C(O)=O. Product: [NH2:23][C:18]12[CH2:21][CH2:22][C:15]([CH:13]([OH:14])[CH:12]([C:11]3[C:10]4[C:5](=[CH:6][CH:7]=[C:8]([O:32][CH3:33])[N:9]=4)[N:4]=[CH:3][C:2]=3[F:1])[CH3:31])([CH2:20][CH2:19]1)[O:16][CH2:17]2. The catalyst class is: 4. (2) Reactant: [C:1]1(C)[C:2]([S:7]([NH:10][C:11]2[CH:15]=[C:14]([C:16]3[CH:21]=[CH:20][C:19](C)=[CH:18][CH:17]=3)[S:13][C:12]=2[C:23]([OH:25])=O)(=[O:9])=[O:8])=[CH:3][CH:4]=[CH:5][CH:6]=1.[CH3:27]N(C(ON1N=NC2C=CC=NC1=2)=[N+](C)C)C.F[P-](F)(F)(F)(F)F.Cl.[CH3:52][O:53][C:54](=[O:57])[CH2:55][NH2:56].N1C(C)=CC(C)=CC=1C. Product: [CH3:52][O:53][C:54](=[O:57])[CH2:55][NH:56][C:23]([C:12]1[S:13][C:14]([C:16]2[CH:21]=[CH:20][CH:19]=[CH:18][CH:17]=2)=[CH:15][C:11]=1[NH:10][S:7]([C:2]1[CH:1]=[CH:6][C:5]([CH3:27])=[CH:4][CH:3]=1)(=[O:9])=[O:8])=[O:25]. The catalyst class is: 9. (3) Reactant: [Cl:1][CH2:2][CH2:3][CH2:4][C:5](Cl)=[O:6].[C:8](=[N:21][NH2:22])([C:15]1[CH:20]=[CH:19][CH:18]=[CH:17][CH:16]=1)[C:9]1[CH:14]=[CH:13][CH:12]=[CH:11][CH:10]=1.N1C=CC=CC=1.O. Product: [C:8](=[N:21][NH:22][C:5](=[O:6])[CH2:4][CH2:3][CH2:2][Cl:1])([C:15]1[CH:16]=[CH:17][CH:18]=[CH:19][CH:20]=1)[C:9]1[CH:14]=[CH:13][CH:12]=[CH:11][CH:10]=1. The catalyst class is: 2. (4) Reactant: [NH2:1][C:2]1[CH:10]=[CH:9][CH:8]=[CH:7][C:3]=1[C:4]([OH:6])=O.N1C=CC=CC=1.[C:17](Cl)(=O)[CH:18]([CH3:20])[CH3:19].O.[NH2:24][NH2:25]. Product: [NH2:24][N:25]1[C:4](=[O:6])[C:3]2[C:2](=[CH:10][CH:9]=[CH:8][CH:7]=2)[N:1]=[C:17]1[CH:18]([CH3:20])[CH3:19]. The catalyst class is: 1. (5) Reactant: [CH:1]([C@@H:4](/[CH:37]=[C:38](\[CH3:44])/[C:39]([O:41]CC)=[O:40])[N:5]([CH3:36])[C:6](=[O:35])[C@H:7]([C:30]([CH3:34])([S:32][CH3:33])[CH3:31])[NH:8][C:9](=[O:29])[C@H:10]([C:20]([CH3:28])([C:22]1[CH:27]=[CH:26][CH:25]=[CH:24][CH:23]=1)[CH3:21])[N:11]([CH3:19])[C:12](=[O:18])[O:13][C:14]([CH3:17])([CH3:16])[CH3:15])([CH3:3])[CH3:2].[OH-].[Li+]. Product: [CH:1]([C@@H:4](/[CH:37]=[C:38](\[CH3:44])/[C:39]([OH:41])=[O:40])[N:5]([CH3:36])[C:6](=[O:35])[C@H:7]([C:30]([CH3:31])([S:32][CH3:33])[CH3:34])[NH:8][C:9](=[O:29])[C@H:10]([C:20]([CH3:21])([C:22]1[CH:23]=[CH:24][CH:25]=[CH:26][CH:27]=1)[CH3:28])[N:11]([CH3:19])[C:12](=[O:18])[O:13][C:14]([CH3:15])([CH3:16])[CH3:17])([CH3:3])[CH3:2]. The catalyst class is: 24. (6) Reactant: [Br-].[C:2]([CH2:5][CH2:6][CH2:7][CH2:8][CH2:9][P+](C1C=CC=CC=1)(C1C=CC=CC=1)C1C=CC=CC=1)([OH:4])=[O:3].[Li+].C[Si]([N-][Si](C)(C)C)(C)C.[CH3:39][O:40][C:41]1[CH:42]=[C:43]([CH:46]=[CH:47][CH:48]=1)[CH:44]=O.Cl. Product: [CH3:39][O:40][C:41]1[CH:42]=[C:43]([CH:44]=[CH:9][CH2:8][CH2:7][CH2:6][CH2:5][C:2]([OH:4])=[O:3])[CH:46]=[CH:47][CH:48]=1. The catalyst class is: 7.